Dataset: NCI-60 drug combinations with 297,098 pairs across 59 cell lines. Task: Regression. Given two drug SMILES strings and cell line genomic features, predict the synergy score measuring deviation from expected non-interaction effect. (1) Drug 1: CC1=C(N=C(N=C1N)C(CC(=O)N)NCC(C(=O)N)N)C(=O)NC(C(C2=CN=CN2)OC3C(C(C(C(O3)CO)O)O)OC4C(C(C(C(O4)CO)O)OC(=O)N)O)C(=O)NC(C)C(C(C)C(=O)NC(C(C)O)C(=O)NCCC5=NC(=CS5)C6=NC(=CS6)C(=O)NCCC[S+](C)C)O. Drug 2: C1CC(=O)NC(=O)C1N2C(=O)C3=CC=CC=C3C2=O. Cell line: LOX IMVI. Synergy scores: CSS=41.1, Synergy_ZIP=1.07, Synergy_Bliss=0.588, Synergy_Loewe=-17.6, Synergy_HSA=2.08. (2) Drug 1: C1CCC(CC1)NC(=O)N(CCCl)N=O. Drug 2: CC1CCCC2(C(O2)CC(NC(=O)CC(C(C(=O)C(C1O)C)(C)C)O)C(=CC3=CSC(=N3)C)C)C. Cell line: HS 578T. Synergy scores: CSS=7.84, Synergy_ZIP=-4.06, Synergy_Bliss=-0.259, Synergy_Loewe=-4.53, Synergy_HSA=-1.85. (3) Drug 1: C1C(C(OC1N2C=NC3=C(N=C(N=C32)Cl)N)CO)O. Drug 2: C1=NC2=C(N1)C(=S)N=CN2. Cell line: MOLT-4. Synergy scores: CSS=81.5, Synergy_ZIP=-0.541, Synergy_Bliss=-0.671, Synergy_Loewe=-1.24, Synergy_HSA=1.61. (4) Drug 1: COC1=CC(=CC(=C1O)OC)C2C3C(COC3=O)C(C4=CC5=C(C=C24)OCO5)OC6C(C(C7C(O6)COC(O7)C8=CC=CS8)O)O. Drug 2: C(CN)CNCCSP(=O)(O)O. Cell line: RPMI-8226. Synergy scores: CSS=53.4, Synergy_ZIP=1.45, Synergy_Bliss=-0.0886, Synergy_Loewe=-47.9, Synergy_HSA=1.20. (5) Drug 1: C1C(C(OC1N2C=C(C(=O)NC2=O)F)CO)O. Drug 2: C1CNP(=O)(OC1)N(CCCl)CCCl. Cell line: RXF 393. Synergy scores: CSS=4.67, Synergy_ZIP=-1.91, Synergy_Bliss=1.65, Synergy_Loewe=-0.0881, Synergy_HSA=1.06. (6) Drug 1: C1CC(C1)(C(=O)O)C(=O)O.[NH2-].[NH2-].[Pt+2]. Drug 2: C(=O)(N)NO. Cell line: OVCAR-8. Synergy scores: CSS=5.64, Synergy_ZIP=-1.29, Synergy_Bliss=1.07, Synergy_Loewe=-2.37, Synergy_HSA=-0.251.